Dataset: Full USPTO retrosynthesis dataset with 1.9M reactions from patents (1976-2016). Task: Predict the reactants needed to synthesize the given product. (1) Given the product [C:14]1([C:22]2[CH:23]=[CH:24][CH:25]=[CH:26][CH:27]=2)[CH:19]=[CH:18][CH:17]=[CH:16][C:15]=1[CH2:20][N:11]1[CH2:12][CH2:13][N:8]([C:3]2[CH:4]=[CH:5][CH:6]=[CH:7][C:2]=2[F:1])[CH2:9][CH2:10]1, predict the reactants needed to synthesize it. The reactants are: [F:1][C:2]1[CH:7]=[CH:6][CH:5]=[CH:4][C:3]=1[N:8]1[CH2:13][CH2:12][NH:11][CH2:10][CH2:9]1.[C:14]1([C:22]2[CH:27]=[CH:26][CH:25]=[CH:24][CH:23]=2)[C:15]([CH:20]=O)=[CH:16][CH:17]=[CH:18][CH:19]=1.[BH-](OC(C)=O)(OC(C)=O)OC(C)=O.[Na+].C1(C2C=CC=CC=2)C=CC=CC=1CN1CCN(C2C=CC=CC=2)CC1. (2) Given the product [Si:21]([O:20][CH:7]([C:4]1[O:5][CH:6]=[C:2]([Cl:28])[N:3]=1)[CH2:8][CH2:9][CH2:10][CH2:11][CH2:12][CH2:13][C:14]1[CH:19]=[CH:18][CH:17]=[CH:16][CH:15]=1)([C:24]([CH3:27])([CH3:26])[CH3:25])([CH3:23])[CH3:22], predict the reactants needed to synthesize it. The reactants are: Br[C:2]1[N:3]=[C:4]([CH:7]([O:20][Si:21]([C:24]([CH3:27])([CH3:26])[CH3:25])([CH3:23])[CH3:22])[CH2:8][CH2:9][CH2:10][CH2:11][CH2:12][CH2:13][C:14]2[CH:19]=[CH:18][CH:17]=[CH:16][CH:15]=2)[O:5][CH:6]=1.[Cl:28]N1C(=O)CCC1=O. (3) Given the product [NH2:1][C:4]1[CH:13]=[CH:12][CH:11]=[C:10]2[C:5]=1[CH:6]=[C:7]([C:14]([O:16][CH3:17])=[O:15])[N:8]=[CH:9]2, predict the reactants needed to synthesize it. The reactants are: [N+:1]([C:4]1[CH:13]=[CH:12][CH:11]=[C:10]2[C:5]=1[CH:6]=[C:7]([C:14]([O:16][CH3:17])=[O:15])[N:8]=[CH:9]2)([O-])=O.